The task is: Binary Classification. Given a drug SMILES string, predict its activity (active/inactive) in a high-throughput screening assay against a specified biological target.. This data is from Serine/threonine kinase 33 screen with 319,792 compounds. (1) The compound is s1c(c(NC(=O)CC2N(CCNC2=O)C(=O)c2ccc(N(C)C)cc2)cc1)C(OC)=O. The result is 0 (inactive). (2) The compound is Clc1c(ccc(c1)C)C(O\N=C(/N)c1ncccc1)=O. The result is 1 (active). (3) The result is 0 (inactive). The compound is s1cc(C=2OC=C3C(=O)C(OC(=O)CC)(C(=O)C=C3C2)C)cc1. (4) The compound is S=C1N(C2CCCCCC2)C(=O)CN1. The result is 0 (inactive). (5) The compound is o1c2c(CCCNC2=O)c2c1ccc(O)c2. The result is 1 (active). (6) The molecule is O=C(Nc1ccccc1)c1nc([nH]n1)Cn1ncnc1. The result is 0 (inactive).